From a dataset of Merck oncology drug combination screen with 23,052 pairs across 39 cell lines. Regression. Given two drug SMILES strings and cell line genomic features, predict the synergy score measuring deviation from expected non-interaction effect. (1) Drug 1: CC1CC2C3CCC4=CC(=O)C=CC4(C)C3(F)C(O)CC2(C)C1(O)C(=O)CO. Drug 2: CNC(=O)c1cc(Oc2ccc(NC(=O)Nc3ccc(Cl)c(C(F)(F)F)c3)cc2)ccn1. Cell line: NCIH2122. Synergy scores: synergy=3.44. (2) Drug 1: NC(=O)c1cccc2cn(-c3ccc(C4CCCNC4)cc3)nc12. Drug 2: CCc1cnn2c(NCc3ccc[n+]([O-])c3)cc(N3CCCCC3CCO)nc12. Cell line: OVCAR3. Synergy scores: synergy=10.9.